This data is from Forward reaction prediction with 1.9M reactions from USPTO patents (1976-2016). The task is: Predict the product of the given reaction. (1) Given the reactants [C:1]([O:5][C@@H:6]([C:12]1[C:21]([CH3:22])=[CH:20][C:19]2[C:14](=[CH:15][CH:16]=[CH:17][C:18]=2[CH3:23])[C:13]=1[O:24]S(C)(=O)=O)[C:7]([O:9][CH2:10][CH3:11])=[O:8])([CH3:4])([CH3:3])[CH3:2].[F-].C([N+](CCCC)(CCCC)CCCC)CCC.C([O-])(O)=O.[Na+], predict the reaction product. The product is: [C:1]([O:5][C@@H:6]([C:12]1[C:21]([CH3:22])=[CH:20][C:19]2[C:14](=[CH:15][CH:16]=[CH:17][C:18]=2[CH3:23])[C:13]=1[OH:24])[C:7]([O:9][CH2:10][CH3:11])=[O:8])([CH3:4])([CH3:3])[CH3:2]. (2) Given the reactants [CH2:1]([SH:3])[CH3:2].[H-].[Na+].Cl[C:7]1[CH:12]=[CH:11][CH:10]=[C:9]([C:13]#[N:14])[N:8]=1, predict the reaction product. The product is: [C:13]([C:9]1[CH:10]=[CH:11][CH:12]=[C:7]([S:3][CH2:1][CH3:2])[N:8]=1)#[N:14]. (3) Given the reactants [N:1]1([C:6]2[CH:11]=[CH:10][C:9]([C:12]3[C:13]([NH2:18])=[N:14][CH:15]=[CH:16][CH:17]=3)=[CH:8][CH:7]=2)[CH2:5][CH2:4][CH2:3][CH2:2]1.[H-].[Na+].Cl[CH2:22][CH2:23][S:24](Cl)(=[O:26])=[O:25].O, predict the reaction product. The product is: [N:1]1([C:6]2[CH:7]=[CH:8][C:9]([C:12]3[C:13]4=[N:18][S:24](=[O:26])(=[O:25])[CH2:23][CH2:22][N:14]4[CH:15]=[CH:16][CH:17]=3)=[CH:10][CH:11]=2)[CH2:5][CH2:4][CH2:3][CH2:2]1.